This data is from Forward reaction prediction with 1.9M reactions from USPTO patents (1976-2016). The task is: Predict the product of the given reaction. Given the reactants [NH2:1][C@H:2]([CH3:5])[CH2:3][OH:4].C(N(CC)CC)C.[CH2:13]([O:17][C:18]1[CH:23]=[CH:22][C:21]([S:24](Cl)(=[O:26])=[O:25])=[CH:20][CH:19]=1)[C:14]#[C:15][CH3:16], predict the reaction product. The product is: [CH2:13]([O:17][C:18]1[CH:23]=[CH:22][C:21]([S:24]([NH:1][CH:2]([CH3:5])[CH2:3][OH:4])(=[O:26])=[O:25])=[CH:20][CH:19]=1)[C:14]#[C:15][CH3:16].